Dataset: Experimentally validated miRNA-target interactions with 360,000+ pairs, plus equal number of negative samples. Task: Binary Classification. Given a miRNA mature sequence and a target amino acid sequence, predict their likelihood of interaction. (1) The miRNA is ath-miR173-5p with sequence UUCGCUUGCAGAGAGAAAUCAC. The protein sequence of the target gene is MGEDTDTRKINHSFLRDHSYVTEADVISTVEFNHTGELLATGDKGGRVVIFQREPESKNAPHSQGEYDVYSTFQSHEPEFDYLKSLEIEEKINKIKWLPQQNAAHSLLSTNDKTIKLWKITERDKRPEGYNLKDEEGKLKDLSTVTSLQVPVLKPMDLMVEVSPRRTFANGHTYHINSISVNSDCETYMSADDLRINLWHLAITDRSFNIVDIKPANMEDLTEVITASEFHPHHCNLFVYSSSKGSLRLCDMRAAALCDKHSKLFEEPEDPSNRSFFSEIISSVSDVKFSHSGRYMLTRD.... Result: 0 (no interaction). (2) The miRNA is hsa-miR-4427 with sequence UCUGAAUAGAGUCUGAAGAGU. The protein sequence of the target gene is MQENLRFASSGDDIKIWDASSMTLVDKFNPHTSPHGISSICWSSNNNFLVTASSSGDKIVVSSCKCKPVPLLELAEGQKQTCVNLNSTSMYLVSGGLNNTVNIWDLKSKRVHRSLKDHKDQVTCVTYNWNDCYIASGSLSGEIILHSVTTNLSSTPFGHGSNQSVRHLKYSLFKKSLLGSVSDNGIVTLWDVNSQSPYHNFDSVHKAPASGICFSPVNELLFVTIGLDKRIILYDTSSKKLVKTLVADTPLTAVDFMPDGATLAIGSSRGKIYQYDLRMLKSPVKTISAHKTSVQCIAFQ.... Result: 0 (no interaction).